This data is from Forward reaction prediction with 1.9M reactions from USPTO patents (1976-2016). The task is: Predict the product of the given reaction. (1) Given the reactants [NH2:1][C:2]1[CH:30]=[CH:29][C:5]([O:6][C:7]2[CH:12]=[CH:11][N:10]=[CH:9][C:8]=2[C:13]#[C:14][C:15]2[CH2:20][CH2:19][CH:18]([NH:21][C:22](=[O:28])[O:23][C:24]([CH3:27])([CH3:26])[CH3:25])[CH2:17][CH:16]=2)=[C:4]([F:31])[CH:3]=1.[F:32][C:33]1[CH:38]=[CH:37][C:36]([CH2:39][C:40]([N:42]=[C:43]=[O:44])=[O:41])=[CH:35][CH:34]=1.COC1C=CC(CNC2N=CN=C(OC3C=CC(NC(NC(=O)CC4C=CC(F)=CC=4)=O)=CC=3F)C=2)=CC=1, predict the reaction product. The product is: [F:31][C:4]1[CH:3]=[C:2]([NH:1][C:43]([NH:42][C:40](=[O:41])[CH2:39][C:36]2[CH:37]=[CH:38][C:33]([F:32])=[CH:34][CH:35]=2)=[O:44])[CH:30]=[CH:29][C:5]=1[O:6][C:7]1[CH:12]=[CH:11][N:10]=[CH:9][C:8]=1[C:13]#[C:14][C:15]1[CH2:20][CH2:19][CH:18]([NH:21][C:22](=[O:28])[O:23][C:24]([CH3:25])([CH3:26])[CH3:27])[CH2:17][CH:16]=1. (2) Given the reactants [C:1]1([C:16]2[CH:21]=[CH:20][CH:19]=[CH:18][CH:17]=2)[CH:6]=[CH:5][CH:4]=[C:3]([C:7]([C:9]2[CH:14]=[CH:13][C:12](Br)=[CH:11][CH:10]=2)=[O:8])[CH:2]=1.[C:22]1([NH:28][C:29]2[CH:34]=[CH:33][CH:32]=[CH:31][CH:30]=2)[CH:27]=[CH:26][CH:25]=[CH:24][CH:23]=1.P(C(C)(C)C)(C(C)(C)C)C(C)(C)C, predict the reaction product. The product is: [C:1]1([C:16]2[CH:21]=[CH:20][CH:19]=[CH:18][CH:17]=2)[CH:6]=[CH:5][CH:4]=[C:3]([C:7]([C:9]2[CH:14]=[CH:13][C:12]([N:28]([C:29]3[CH:30]=[CH:31][CH:32]=[CH:33][CH:34]=3)[C:22]3[CH:27]=[CH:26][CH:25]=[CH:24][CH:23]=3)=[CH:11][CH:10]=2)=[O:8])[CH:2]=1. (3) Given the reactants Br[C:2]1[CH:7]=[CH:6][N:5]2[C:8]([C:11]([NH:13][C:14]3[CH:19]=[C:18]([C:20](=[O:36])[NH:21][CH2:22][C:23]4[CH:28]=[CH:27][CH:26]=[CH:25][C:24]=4[N:29]4[CH2:34][CH2:33][N:32]([CH3:35])[CH2:31][CH2:30]4)[CH:17]=[CH:16][C:15]=3[F:37])=[O:12])=[CH:9][N:10]=[C:4]2[CH:3]=1.[N:38]1[CH:43]=[CH:42][CH:41]=[C:40](B(O)O)[CH:39]=1.C(N(CC)CC)C.C(=O)([O-])[O-].[Cs+].[Cs+].C(Cl)Cl.O1CCCOB1C1C=NC=CC=1, predict the reaction product. The product is: [F:37][C:15]1[CH:16]=[CH:17][C:18]([C:20](=[O:36])[NH:21][CH2:22][C:23]2[CH:28]=[CH:27][CH:26]=[CH:25][C:24]=2[N:29]2[CH2:30][CH2:31][N:32]([CH3:35])[CH2:33][CH2:34]2)=[CH:19][C:14]=1[NH:13][C:11]([C:8]1[N:5]2[CH:6]=[CH:7][C:2]([C:40]3[CH:39]=[N:38][CH:43]=[CH:42][CH:41]=3)=[CH:3][C:4]2=[N:10][CH:9]=1)=[O:12]. (4) The product is: [F:33][CH:2]([F:1])[C:3]1[CH:7]=[C:6]([CH:8]([F:10])[F:9])[N:5]([CH:11]([C:22]([N:24]2[CH2:25][CH2:26][CH:27]([C:30]3[S:32][CH:51]=[C:50]([C:47]4[CH2:46][CH:45]([C:40]5[CH:41]=[CH:42][CH:43]=[CH:44][C:39]=5[O:38][S:35]([CH3:34])(=[O:36])=[O:37])[O:49][N:48]=4)[N:31]=3)[CH2:28][CH2:29]2)=[O:23])[C:12]([O:14][CH2:15][C:16]2[CH:21]=[CH:20][CH:19]=[CH:18][CH:17]=2)=[O:13])[N:4]=1. Given the reactants [F:1][CH:2]([F:33])[C:3]1[CH:7]=[C:6]([CH:8]([F:10])[F:9])[N:5]([CH:11]([C:22]([N:24]2[CH2:29][CH2:28][CH:27]([C:30](=[S:32])[NH2:31])[CH2:26][CH2:25]2)=[O:23])[C:12]([O:14][CH2:15][C:16]2[CH:21]=[CH:20][CH:19]=[CH:18][CH:17]=2)=[O:13])[N:4]=1.[CH3:34][S:35]([O:38][C:39]1[CH:44]=[CH:43][CH:42]=[CH:41][C:40]=1[CH:45]1[O:49][N:48]=[C:47]([C:50](=O)[CH2:51]Cl)[CH2:46]1)(=[O:37])=[O:36], predict the reaction product. (5) Given the reactants [CH2:1]([O:3][C:4](=[O:38])[CH2:5][O:6][C:7]1[CH:12]=[CH:11][C:10]([S:13]([N:16]2[CH2:25][C:24]([CH3:27])([CH3:26])[C:23]3[C:18](=[CH:19][C:20]([O:28]CC4C=CC=CC=4)=[CH:21][CH:22]=3)[CH:17]2[CH3:36])(=[O:15])=[O:14])=[CH:9][C:8]=1[CH3:37])[CH3:2].C([O-])=O.[NH4+], predict the reaction product. The product is: [CH2:1]([O:3][C:4](=[O:38])[CH2:5][O:6][C:7]1[CH:12]=[CH:11][C:10]([S:13]([N:16]2[CH2:25][C:24]([CH3:27])([CH3:26])[C:23]3[C:18](=[CH:19][C:20]([OH:28])=[CH:21][CH:22]=3)[CH:17]2[CH3:36])(=[O:15])=[O:14])=[CH:9][C:8]=1[CH3:37])[CH3:2]. (6) Given the reactants [Cl:1][C:2]1[C:3](Cl)=[N:4][CH:5]=[C:6]([CH:10]=1)[C:7]([OH:9])=[O:8].[CH2:12]([Mg]Cl)[CH3:13].Cl, predict the reaction product. The product is: [Cl:1][C:2]1[C:3]([CH2:12][CH3:13])=[N:4][CH:5]=[C:6]([CH:10]=1)[C:7]([OH:9])=[O:8]. (7) Given the reactants [Cl:1][CH2:2][CH2:3][N:4]([CH2:21][CH2:22][Cl:23])[P:5]([NH2:20])(=[O:19])[O:6][CH:7](OC)[C:8]1[CH:13]=[CH:12][C:11]([N+:14]([O-:16])=[O:15])=[CH:10][CH:9]=1.[CH3:24]OC1C=C(C=CC=1[N+]([O-])=O)CO, predict the reaction product. The product is: [Cl:1][CH2:2][CH2:3][N:4]([CH2:21][CH2:22][Cl:23])[P:5]([NH2:20])(=[O:19])[O:6][CH2:7][C:8]1[CH:13]=[CH:12][C:11]([N+:14]([O-:16])=[O:15])=[C:10]([CH3:24])[CH:9]=1.